Dataset: Reaction yield outcomes from USPTO patents with 853,638 reactions. Task: Predict the reaction yield, written as a fraction of the theoretical maximum amount of product (1.0 means a 100% yield; for example, 0.34 means a 34% yield). (1) The reactants are [OH:1][C:2]([C:30]1[S:31][CH:32]=[CH:33][CH:34]=1)([C:25]1[S:26][CH:27]=[CH:28][CH:29]=1)[C:3]([O:5][C@H:6]1[CH2:11][CH2:10][C@H:9]([N:12]([CH2:14][CH2:15][N:16](C(OC(C)(C)C)=O)[CH3:17])[CH3:13])[CH2:8][CH2:7]1)=[O:4].Cl.C([O-])(O)=O.[Na+].O. The catalyst is C1COCC1.C(#N)C.CO. The product is [OH:1][C:2]([C:25]1[S:26][CH:27]=[CH:28][CH:29]=1)([C:30]1[S:31][CH:32]=[CH:33][CH:34]=1)[C:3]([O:5][C@H:6]1[CH2:7][CH2:8][C@H:9]([N:12]([CH3:13])[CH2:14][CH2:15][NH:16][CH3:17])[CH2:10][CH2:11]1)=[O:4]. The yield is 0.540. (2) The reactants are [CH3:1][S:2]([NH2:5])(=[O:4])=[O:3].[H-].[Na+].[Cl:8][C:9]1[CH:10]=[C:11]2[C:16](=[C:17]([C:19](O)=[O:20])[CH:18]=1)[NH:15][CH:14]([C:22]1[CH:27]=[CH:26][CH:25]=[C:24]([N:28]3[CH2:32][CH2:31][O:30][C:29]3=[O:33])[CH:23]=1)[CH2:13][C:12]2([CH3:35])[CH3:34].C(N1C=CN=C1)(N1C=CN=C1)=O. The catalyst is CN(C)C=O.O. The product is [Cl:8][C:9]1[CH:10]=[C:11]2[C:16](=[C:17]([C:19]([NH:5][S:2]([CH3:1])(=[O:4])=[O:3])=[O:20])[CH:18]=1)[NH:15][CH:14]([C:22]1[CH:27]=[CH:26][CH:25]=[C:24]([N:28]3[CH2:32][CH2:31][O:30][C:29]3=[O:33])[CH:23]=1)[CH2:13][C:12]2([CH3:35])[CH3:34]. The yield is 0.0700. (3) The reactants are [F:1][C:2]1[CH:7]=[CH:6][C:5]([F:8])=[CH:4][C:3]=1[C@H:9]1[CH2:13][CH2:12][CH2:11][N:10]1[C:14]1[CH:19]=[CH:18][N:17]2[N:20]=[CH:21][CH:22]=[C:16]2[N:15]=1.C1C(=O)N([I:30])C(=O)C1.O. The catalyst is CN(C=O)C. The product is [F:1][C:2]1[CH:7]=[CH:6][C:5]([F:8])=[CH:4][C:3]=1[C@H:9]1[CH2:13][CH2:12][CH2:11][N:10]1[C:14]1[CH:19]=[CH:18][N:17]2[N:20]=[CH:21][C:22]([I:30])=[C:16]2[N:15]=1. The yield is 0.860. (4) The reactants are FC(F)(F)C(O)=O.[CH3:8][C:9]1[CH:18]=[C:17]2[C:12]([N:13]=[CH:14][C:15]([NH2:19])=[N:16]2)=[CH:11][CH:10]=1.C(N(CC)CC)C.[C:27](N1C=CC=CC1=O)(N1C=CC=CC1=O)=[S:28]. The catalyst is C(Cl)Cl. The product is [N:19]([C:15]1[CH:14]=[N:13][C:12]2[C:17](=[CH:18][C:9]([CH3:8])=[CH:10][CH:11]=2)[N:16]=1)=[C:27]=[S:28]. The yield is 0.460. (5) The reactants are Br[CH2:2]/[CH:3]=[CH:4]/[C:5]([NH:7][C:8]1[CH:9]=[C:10]2[C:15](=[CH:16][C:17]=1[C:18]#[C:19][CH:20]1[CH2:24][CH2:23][O:22][CH2:21]1)[N:14]=[CH:13][N:12]=[C:11]2[NH:25][C:26]1[CH:31]=[CH:30][C:29]([F:32])=[C:28]([Cl:33])[CH:27]=1)=[O:6].Cl.[O:35]1[C@H:40]2[CH2:41][NH:42][CH2:43][C@H:39]2[O:38][CH2:37][CH2:36]1.CCN(C(C)C)C(C)C.O. The catalyst is CC(N(C)C)=O. The product is [Cl:33][C:28]1[CH:27]=[C:26]([NH:25][C:11]2[C:10]3[C:15](=[CH:16][C:17]([C:18]#[C:19][CH:20]4[CH2:24][CH2:23][O:22][CH2:21]4)=[C:8]([NH:7][C:5](=[O:6])/[CH:4]=[CH:3]/[CH2:2][N:42]4[CH2:41][C@H:40]5[O:35][CH2:36][CH2:37][O:38][C@H:39]5[CH2:43]4)[CH:9]=3)[N:14]=[CH:13][N:12]=2)[CH:31]=[CH:30][C:29]=1[F:32]. The yield is 0.390. (6) The product is [F:6][C:7]1[CH:14]=[CH:13][C:10]([C:11]([OH:2])=[O:12])=[CH:9][CH:8]=1. The yield is 0.880. The catalyst is C(#N)C.O. The reactants are Br([O-])(=O)=[O:2].[Na+].[F:6][C:7]1[CH:14]=[CH:13][C:10]([CH2:11][OH:12])=[CH:9][CH:8]=1.